From a dataset of Forward reaction prediction with 1.9M reactions from USPTO patents (1976-2016). Predict the product of the given reaction. (1) Given the reactants [NH:1]1[CH2:6][CH2:5][CH:4]([C:7]2[CH:15]=[CH:14][C:10]([C:11]([OH:13])=[O:12])=[CH:9][CH:8]=2)[CH2:3][CH2:2]1.C=O.[C:18]([BH3-])#N.[Na+].C(O)(=O)C, predict the reaction product. The product is: [CH3:18][N:1]1[CH2:6][CH2:5][CH:4]([C:7]2[CH:15]=[CH:14][C:10]([C:11]([OH:13])=[O:12])=[CH:9][CH:8]=2)[CH2:3][CH2:2]1. (2) Given the reactants [S:1]1[CH:5]=[CH:4][CH:3]=[C:2]1[CH2:6][N:7]([CH2:41][C:42]1[S:43][CH:44]=[CH:45][CH:46]=1)[C:8](=[O:40])[C@@H:9]([NH:32][C:33]([O:35][C:36]([CH3:39])([CH3:38])[CH3:37])=[O:34])[CH2:10][CH2:11][CH2:12][CH2:13][NH:14]C(=O)OCC1C2C=CC=CC=2C2C1=CC=CC=2.N1CCCCC1, predict the reaction product. The product is: [C:36]([O:35][C:33](=[O:34])[NH:32][C@@H:9]([CH2:10][CH2:11][CH2:12][CH2:13][NH2:14])[C:8]([N:7]([CH2:6][C:2]1[S:1][CH:5]=[CH:4][CH:3]=1)[CH2:41][C:42]1[S:43][CH:44]=[CH:45][CH:46]=1)=[O:40])([CH3:39])([CH3:37])[CH3:38]. (3) Given the reactants [NH2:1][C:2]([C:4]1[CH:5]=[CH:6][C:7]([O:10][CH2:11][CH2:12][CH2:13][O:14][C:15]2[CH:16]=[C:17]3[C:21](=[CH:22][CH:23]=2)[C@H:20]([CH2:24][C:25]([O:27][CH2:28][CH3:29])=[O:26])[CH2:19][CH2:18]3)=[N:8][CH:9]=1)=[S:3].Br[CH:31]([CH3:35])[C:32](=O)[CH3:33], predict the reaction product. The product is: [CH3:35][C:31]1[N:1]=[C:2]([C:4]2[CH:5]=[CH:6][C:7]([O:10][CH2:11][CH2:12][CH2:13][O:14][C:15]3[CH:16]=[C:17]4[C:21](=[CH:22][CH:23]=3)[C@H:20]([CH2:24][C:25]([O:27][CH2:28][CH3:29])=[O:26])[CH2:19][CH2:18]4)=[N:8][CH:9]=2)[S:3][C:32]=1[CH3:33].